This data is from Full USPTO retrosynthesis dataset with 1.9M reactions from patents (1976-2016). The task is: Predict the reactants needed to synthesize the given product. (1) Given the product [N:10]1([C:2]2[C:3]([C:8]#[N:9])=[N:4][CH:5]=[CH:6][CH:7]=2)[CH2:15][CH2:14][NH:13][CH2:12][CH2:11]1, predict the reactants needed to synthesize it. The reactants are: Br[C:2]1[C:3]([C:8]#[N:9])=[N:4][CH:5]=[CH:6][CH:7]=1.[NH:10]1[CH2:15][CH2:14][NH:13][CH2:12][CH2:11]1.CS(C)=O. (2) Given the product [Cl:15][C:12]1[CH:13]=[CH:14][C:9]([NH:8][C:6](=[O:7])[C:5]2[CH:26]=[CH:27][C:2]([N:33]3[CH2:32][CH2:31][NH:30][C@@H:29]([CH3:28])[CH2:34]3)=[N:3][CH:4]=2)=[CH:10][C:11]=1[NH:16][C:17](=[O:25])[C:18]1[CH:23]=[CH:22][C:21]([F:24])=[CH:20][CH:19]=1, predict the reactants needed to synthesize it. The reactants are: Cl[C:2]1[CH:27]=[CH:26][C:5]([C:6]([NH:8][C:9]2[CH:14]=[CH:13][C:12]([Cl:15])=[C:11]([NH:16][C:17](=[O:25])[C:18]3[CH:23]=[CH:22][C:21]([F:24])=[CH:20][CH:19]=3)[CH:10]=2)=[O:7])=[CH:4][N:3]=1.[CH3:28][C@H:29]1[CH2:34][NH:33][CH2:32][CH2:31][NH:30]1. (3) Given the product [F:1][C:2]1[CH:3]=[CH:4][C:5]([O:34][CH3:35])=[C:6]([C:8]([CH3:32])([CH3:33])[CH2:9][C:10]([C:28]([F:29])([F:30])[F:31])([OH:27])[CH2:11][NH:12][C:13]2[CH:22]=[CH:21][CH:20]=[C:19]3[C:14]=2[CH:15]=[CH:16][C:17]([C:23]([F:26])([F:24])[F:25])=[N:18]3)[CH:7]=1, predict the reactants needed to synthesize it. The reactants are: [F:1][C:2]1[CH:3]=[CH:4][C:5]([O:34][CH3:35])=[C:6]([C:8]([CH3:33])([CH3:32])[CH2:9][C:10]([C:28]([F:31])([F:30])[F:29])([OH:27])[CH:11]=[N:12][C:13]2[CH:22]=[CH:21][CH:20]=[C:19]3[C:14]=2[CH:15]=[CH:16][C:17]([C:23]([F:26])([F:25])[F:24])=[N:18]3)[CH:7]=1.[BH4-].[Na+]. (4) Given the product [Br:1][C:2]1[CH:3]=[CH:4][C:5]([O:12][CH:20]([F:27])[F:26])=[C:6]([CH:11]=1)[C:7]([O:9][CH3:10])=[O:8], predict the reactants needed to synthesize it. The reactants are: [Br:1][C:2]1[CH:3]=[CH:4][C:5]([OH:12])=[C:6]([CH:11]=1)[C:7]([O:9][CH3:10])=[O:8].C(=O)([O-])[O-].[K+].[K+].Br[C:20]([F:27])([F:26])C(OCC)=O. (5) Given the product [N:21]1[CH:25]=[CH:24][CH:23]=[CH:22][C:46]=1[NH:45][C:41]([C:33]1[C:32]2[C:36](=[CH:37][C:29]([Cl:28])=[CH:30][CH:31]=2)[N:35]([CH:38]([CH3:39])[CH3:40])[CH:34]=1)=[O:43], predict the reactants needed to synthesize it. The reactants are: C1(P(C2C=CC=CC=2)C2C=CC=CC=2)C=CC=CC=1.Br[N:21]1[C:25](=O)[CH2:24][CH2:23][C:22]1=O.[Cl:28][C:29]1[CH:37]=[C:36]2[C:32]([C:33]([C:41]([OH:43])=O)=[CH:34][N:35]2[CH:38]([CH3:40])[CH3:39])=[CH:31][CH:30]=1.Cl.[NH2:45][C:46]1SC(C)=C(C)N=1.C(N(CC)C(C)C)(C)C.Cl.